From a dataset of Full USPTO retrosynthesis dataset with 1.9M reactions from patents (1976-2016). Predict the reactants needed to synthesize the given product. (1) Given the product [ClH:61].[ClH:61].[ClH:61].[CH:1]([C@H:14]1[N:19]2[CH2:20][CH2:21][N:22]([C:48]([C:43]3[CH:44]=[CH:45][CH:46]=[CH:47][N:42]=3)=[O:49])[CH2:23][C@H:18]2[CH2:17][N:16]([CH2:24][C:25]2[C:26]([O:40][CH3:41])=[N:27][C:28]([O:37][CH2:38][CH3:39])=[N:29][C:30]=2[O:31][CH2:32][C:33]([F:34])([F:35])[F:36])[CH2:15]1)([C:2]1[CH:7]=[CH:6][CH:5]=[CH:4][CH:3]=1)[C:8]1[CH:9]=[CH:10][CH:11]=[CH:12][CH:13]=1, predict the reactants needed to synthesize it. The reactants are: [CH:1]([C@H:14]1[N:19]2[CH2:20][CH2:21][NH:22][CH2:23][C@H:18]2[CH2:17][N:16]([CH2:24][C:25]2[C:26]([O:40][CH3:41])=[N:27][C:28]([O:37][CH2:38][CH3:39])=[N:29][C:30]=2[O:31][CH2:32][C:33]([F:36])([F:35])[F:34])[CH2:15]1)([C:8]1[CH:13]=[CH:12][CH:11]=[CH:10][CH:9]=1)[C:2]1[CH:7]=[CH:6][CH:5]=[CH:4][CH:3]=1.[N:42]1[CH:47]=[CH:46][CH:45]=[CH:44][C:43]=1[C:48](O)=[O:49].ON1C2C=CC=CC=2N=N1.[ClH:61].CN(C)CCCN=C=NCC.C(=O)([O-])O.[Na+].Cl. (2) The reactants are: [C:1]1([S:7]([N:10]2[C:14]3=[N:15][CH:16]=[C:17]([C:19]([O:21][CH3:22])=[O:20])[CH:18]=[C:13]3[CH:12]=[CH:11]2)(=[O:9])=[O:8])[CH:6]=[CH:5][CH:4]=[CH:3][CH:2]=1.[Br:23]N1C(=O)CCC1=O. Given the product [Br:23][C:12]1[C:13]2[C:14](=[N:15][CH:16]=[C:17]([C:19]([O:21][CH3:22])=[O:20])[CH:18]=2)[N:10]([S:7]([C:1]2[CH:2]=[CH:3][CH:4]=[CH:5][CH:6]=2)(=[O:9])=[O:8])[CH:11]=1, predict the reactants needed to synthesize it.